Dataset: Forward reaction prediction with 1.9M reactions from USPTO patents (1976-2016). Task: Predict the product of the given reaction. (1) Given the reactants Br[C:2]1[CH:11]=[C:10]2[C:5]([CH:6]=[CH:7][C:8](=[O:20])[N:9]2[C:12]2[C:17]([Cl:18])=[CH:16][CH:15]=[CH:14][C:13]=2[Cl:19])=[C:4]([C:21]2[CH:26]=[CH:25][CH:24]=[CH:23][C:22]=2[Cl:27])[N:3]=1.[CH3:28][N:29]1[C@@H:33]2[CH2:34][C@H:35]([OH:37])[CH2:36][C@H:30]1[CH2:31][CH2:32]2.CN1C2CC(O)CC1CC2.[H-].[Na+], predict the reaction product. The product is: [Cl:27][C:22]1[CH:23]=[CH:24][CH:25]=[CH:26][C:21]=1[C:4]1[N:3]=[C:2]([O:37][CH:35]2[CH2:34][CH:33]3[N:29]([CH3:28])[CH:30]([CH2:31][CH2:32]3)[CH2:36]2)[CH:11]=[C:10]2[C:5]=1[CH:6]=[CH:7][C:8](=[O:20])[N:9]2[C:12]1[C:17]([Cl:18])=[CH:16][CH:15]=[CH:14][C:13]=1[Cl:19]. (2) The product is: [F:1][C:2]1[CH:3]=[CH:4][C:5]([N:8]2[C:16]3[CH:15]=[CH:14][N+:13]([O-:25])=[CH:12][C:11]=3[CH:10]=[N:9]2)=[CH:6][CH:7]=1. Given the reactants [F:1][C:2]1[CH:7]=[CH:6][C:5]([N:8]2[C:16]3[CH:15]=[CH:14][N:13]=[CH:12][C:11]=3[CH:10]=[N:9]2)=[CH:4][CH:3]=1.ClC1C=CC=C(C(OO)=[O:25])C=1, predict the reaction product. (3) Given the reactants [NH2:1][OH:2].[C:3]([C:5]1[CH:6]=[C:7]2[C:11](=[CH:12][CH:13]=1)[N:10]([CH2:14][CH2:15][C:16]([NH:19][CH2:20][C@@H:21]([C:23]1[CH:24]=[C:25]([NH:29][S:30]([C:33]3[CH:38]=[CH:37][CH:36]=[CH:35][CH:34]=3)(=[O:32])=[O:31])[CH:26]=[CH:27][CH:28]=1)[OH:22])([CH3:18])[CH3:17])[CH:9]=[CH:8]2)#[N:4], predict the reaction product. The product is: [C:33]1([S:30]([NH:29][C:25]2[CH:24]=[C:23]([C@@H:21]([OH:22])[CH2:20][NH:19][C:16]([CH3:17])([CH3:18])[CH2:15][CH2:14][N:10]3[C:11]4[C:7](=[CH:6][C:5]([C:3]([NH:1][OH:2])=[NH:4])=[CH:13][CH:12]=4)[CH:8]=[CH:9]3)[CH:28]=[CH:27][CH:26]=2)(=[O:32])=[O:31])[CH:38]=[CH:37][CH:36]=[CH:35][CH:34]=1. (4) Given the reactants Br[CH2:2][C:3](Br)=[O:4].[CH:6]1([CH2:9][NH:10][CH2:11][CH2:12][CH3:13])[CH2:8][CH2:7]1.[CH:14]1([NH2:20])[CH2:19][CH2:18][CH2:17][CH2:16][CH2:15]1.[C:21]([C:25]1[CH:30]=[CH:29][C:28]([S:31](Cl)(=[O:33])=[O:32])=[CH:27][CH:26]=1)([CH3:24])([CH3:23])[CH3:22], predict the reaction product. The product is: [C:21]([C:25]1[CH:30]=[CH:29][C:28]([S:31]([N:20]([CH:14]2[CH2:19][CH2:18][CH2:17][CH2:16][CH2:15]2)[CH2:2][C:3]([N:10]([CH2:9][CH:6]2[CH2:8][CH2:7]2)[CH2:11][CH2:12][CH3:13])=[O:4])(=[O:33])=[O:32])=[CH:27][CH:26]=1)([CH3:24])([CH3:22])[CH3:23]. (5) Given the reactants C(N(C(C)C)CC)(C)C.[NH2:10][C@@H:11]1[CH2:15][CH2:14][N:13]([C:16]2[C:25]3[C:20](=[CH:21][C:22]([CH3:26])=[CH:23][CH:24]=3)[N:19]=[C:18]([C:27]3[C:32]([F:33])=[CH:31][CH:30]=[CH:29][C:28]=3[OH:34])[N:17]=2)[CH2:12]1.Cl[C:36]([O:38][CH2:39][CH3:40])=[O:37].ClC([O-])=O, predict the reaction product. The product is: [F:33][C:32]1[CH:31]=[CH:30][CH:29]=[C:28]([OH:34])[C:27]=1[C:18]1[N:17]=[C:16]([N:13]2[CH2:14][CH2:15][C@@H:11]([NH:10][C:36](=[O:37])[O:38][CH2:39][CH3:40])[CH2:12]2)[C:25]2[C:20](=[CH:21][C:22]([CH3:26])=[CH:23][CH:24]=2)[N:19]=1. (6) Given the reactants [H-].[Al+3].[Li+].[H-].[H-].[H-].[F:7][C:8]1[CH:9]=[C:10]2[C:14](=[CH:15][CH:16]=1)[NH:13][C:12]([C:17](N(OC)C)=[O:18])=[CH:11]2.N.ClCCl, predict the reaction product. The product is: [F:7][C:8]1[CH:9]=[C:10]2[C:14](=[CH:15][CH:16]=1)[NH:13][C:12]([CH:17]=[O:18])=[CH:11]2.